Predict which catalyst facilitates the given reaction. From a dataset of Catalyst prediction with 721,799 reactions and 888 catalyst types from USPTO. Reactant: [CH3:1][N:2]([CH3:17])[C:3]1[CH:4]=[C:5]([NH:10][CH2:11][CH2:12][CH2:13][CH2:14][C:15]#[N:16])[CH:6]=[CH:7][C:8]=1[CH3:9].[C:18]1([C:27](=O)[NH:26][C:24](=[O:25])[NH:23][C:21]1=[O:22])=[N:19]O.O.C1(C(=O)NC(=O)NC1=O)=NO. Product: [CH3:17][N:2]([CH3:1])[C:3]1[C:8]([CH3:9])=[CH:7][C:6]2[N:19]=[C:18]3[C:27]([N:10]([CH2:11][CH2:12][CH2:13][CH2:14][C:15]#[N:16])[C:5]=2[CH:4]=1)=[N:26][C:24](=[O:25])[NH:23][C:21]3=[O:22]. The catalyst class is: 24.